This data is from Peptide-MHC class I binding affinity with 185,985 pairs from IEDB/IMGT. The task is: Regression. Given a peptide amino acid sequence and an MHC pseudo amino acid sequence, predict their binding affinity value. This is MHC class I binding data. The binding affinity (normalized) is 0.710. The peptide sequence is FSSRMYCSFY. The MHC is HLA-A26:01 with pseudo-sequence HLA-A26:01.